Predict which catalyst facilitates the given reaction. From a dataset of Catalyst prediction with 721,799 reactions and 888 catalyst types from USPTO. (1) Reactant: [CH:1]1([C:4]([N:6]2[CH2:10][CH2:9][C@@H:8]([CH2:11][NH:12][C:13]3[C:14]([NH2:23])=[CH:15][CH:16]=[C:17]([C:19]([F:22])([F:21])[F:20])[CH:18]=3)[CH2:7]2)=[O:5])[CH2:3][CH2:2]1.[Br:24][C:25]1[CH:32]=[CH:31][C:28]([CH:29]=O)=[CH:27][CH:26]=1. Product: [Br:24][C:25]1[CH:32]=[CH:31][C:28]([C:29]2[N:12]([CH2:11][C@@H:8]3[CH2:9][CH2:10][N:6]([C:4]([CH:1]4[CH2:3][CH2:2]4)=[O:5])[CH2:7]3)[C:13]3[CH:18]=[C:17]([C:19]([F:20])([F:21])[F:22])[CH:16]=[CH:15][C:14]=3[N:23]=2)=[CH:27][CH:26]=1. The catalyst class is: 51. (2) Reactant: [F:1][C:2]1[CH:22]=[CH:21][CH:20]=[C:19]([F:23])[C:3]=1[C:4]([NH:6][C:7]1[CH:8]=[N:9][NH:10][C:11]=1[C:12]1[CH:17]=[CH:16][C:15]([I:18])=[CH:14][CH:13]=1)=O.C1(P)C=CC=CC=1.O=P12OP3(OP(OP(O3)(O1)=O)(=O)O2)=O.C(=O)([O-])[O-].[Na+].[Na+].N. The catalyst class is: 34. Product: [F:1][C:2]1[CH:22]=[CH:21][CH:20]=[C:19]([F:23])[C:3]=1[C:4]1[C:13]2[CH:14]=[C:15]([I:18])[CH:16]=[CH:17][C:12]=2[C:11]2[NH:10][N:9]=[CH:8][C:7]=2[N:6]=1. (3) Reactant: [C:1]([NH:6][C:7]1[N:15]=[C:14]2[C:10]([N:11]=[CH:12][N:13]2[C@@H:16]2[O:26][C@H:25]([CH2:27][O:28]C(=O)C(C)C)[C@@H:18]([O:19]C(=O)C(C)C)[CH2:17]2)=[C:9]([C:34]2[S:35][CH:36]=[CH:37][CH:38]=2)[N:8]=1)(=[O:5])[CH:2]([CH3:4])[CH3:3].[Cl-].[NH4+]. Product: [C:1]([NH:6][C:7]1[N:15]=[C:14]2[C:10]([N:11]=[CH:12][N:13]2[C@@H:16]2[O:26][C@H:25]([CH2:27][OH:28])[C@@H:18]([OH:19])[CH2:17]2)=[C:9]([C:34]2[S:35][CH:36]=[CH:37][CH:38]=2)[N:8]=1)(=[O:5])[CH:2]([CH3:4])[CH3:3]. The catalyst class is: 74. (4) Reactant: C([O:3][C:4]([C:6]1[N:7]=[C:8]2[N:13]=[CH:12][CH:11]=[N:10][N:9]2[CH:14]=1)=O)C.[H-].C([Al+]CC(C)C)C(C)C. Product: [N:10]1[N:9]2[CH:14]=[C:6]([CH:4]=[O:3])[N:7]=[C:8]2[N:13]=[CH:12][CH:11]=1. The catalyst class is: 2. (5) Reactant: [O:1]1[C:3]2([CH2:8][CH2:7][N:6]([C:9]3[CH:14]=[CH:13][C:12]([N:15]4[CH2:19][C@H:18]([CH2:20][NH:21][C:22](=[O:24])[CH3:23])[O:17][C:16]4=[O:25])=[CH:11][C:10]=3[F:26])[CH2:5][CH2:4]2)[CH2:2]1.[C-]#N.[K+].[CH3:30][N:31](C)C=O. Product: [C:30]([CH2:2][C:3]1([OH:1])[CH2:8][CH2:7][N:6]([C:9]2[CH:14]=[CH:13][C:12]([N:15]3[CH2:19][C@H:18]([CH2:20][NH:21][C:22](=[O:24])[CH3:23])[O:17][C:16]3=[O:25])=[CH:11][C:10]=2[F:26])[CH2:5][CH2:4]1)#[N:31]. The catalyst class is: 5. (6) Reactant: [N+:1]([C:4]1[CH:12]=[CH:11][C:7]([C:8](Cl)=[O:9])=[CH:6][CH:5]=1)([O-:3])=[O:2].[OH:13][CH:14]1[C:18]2[N:19]=[CH:20][N:21]=[C:22]([N:23]3[CH2:28][CH2:27][N:26]([C:29]([O:31][C:32]([CH3:35])([CH3:34])[CH3:33])=[O:30])[CH2:25][CH2:24]3)[C:17]=2[C@H:16]([CH3:36])[CH2:15]1.CCN(CC)CC.C([O-])(O)=O.[Na+]. Product: [CH3:36][C@H:16]1[C:17]2[C:22]([N:23]3[CH2:28][CH2:27][N:26]([C:29]([O:31][C:32]([CH3:35])([CH3:34])[CH3:33])=[O:30])[CH2:25][CH2:24]3)=[N:21][CH:20]=[N:19][C:18]=2[C@H:14]([O:13][C:8](=[O:9])[C:7]2[CH:6]=[CH:5][C:4]([N+:1]([O-:3])=[O:2])=[CH:12][CH:11]=2)[CH2:15]1.[CH3:36][C@H:16]1[C:17]2[C:22]([N:23]3[CH2:28][CH2:27][N:26]([C:29]([O:31][C:32]([CH3:35])([CH3:34])[CH3:33])=[O:30])[CH2:25][CH2:24]3)=[N:21][CH:20]=[N:19][C:18]=2[C@@H:14]([O:13][C:8](=[O:9])[C:7]2[CH:6]=[CH:5][C:4]([N+:1]([O-:3])=[O:2])=[CH:12][CH:11]=2)[CH2:15]1. The catalyst class is: 2. (7) Reactant: CN1CCOCC1.ClC(OCC)=O.[CH2:14]([O:21][C:22]([NH:24][C@H:25]([C:37](O)=[O:38])[CH2:26][CH2:27][CH2:28][NH:29][C:30]([O:32][C:33]([CH3:36])([CH3:35])[CH3:34])=[O:31])=[O:23])[C:15]1[CH:20]=[CH:19][CH:18]=[CH:17][CH:16]=1.[H-].[Al+3].[Li+].[H-].[H-].[H-].[OH-].[Na+]. Product: [C:33]([O:32][C:30]([NH:29][CH2:28][CH2:27][CH2:26][C@H:25]([NH:24][C:22](=[O:23])[O:21][CH2:14][C:15]1[CH:16]=[CH:17][CH:18]=[CH:19][CH:20]=1)[CH2:37][OH:38])=[O:31])([CH3:36])([CH3:34])[CH3:35]. The catalyst class is: 30. (8) Reactant: [Br:1][C:2]1[CH:7]=[CH:6][C:5]([SH:8])=[CH:4][CH:3]=1.II. The catalyst class is: 5. Product: [Br:1][C:2]1[CH:7]=[CH:6][C:5]([S:8][S:8][C:5]2[CH:6]=[CH:7][C:2]([Br:1])=[CH:3][CH:4]=2)=[CH:4][CH:3]=1.